This data is from Catalyst prediction with 721,799 reactions and 888 catalyst types from USPTO. The task is: Predict which catalyst facilitates the given reaction. Reactant: [Br:1][C:2]1[N:7]=[C:6]([CH:8]=O)[CH:5]=[CH:4][CH:3]=1.Cl.[NH2:11][O:12][CH2:13][C:14]([CH3:17])([OH:16])[CH3:15]. Product: [OH:16][C:14]([CH3:17])([CH3:15])[CH2:13][O:12][N:11]=[CH:8][C:6]1[CH:5]=[CH:4][CH:3]=[C:2]([Br:1])[N:7]=1. The catalyst class is: 162.